From a dataset of Catalyst prediction with 721,799 reactions and 888 catalyst types from USPTO. Predict which catalyst facilitates the given reaction. (1) Reactant: CO[C:3](=O)[C:4]1[CH:9]=[CH:8][CH:7]=[C:6]([OH:10])[CH:5]=1.[CH3:12][CH2:13][Mg+].[Br-].[Mg+2].[Cl-].[Cl-].[CH3:19][CH2:20]N(CC)CC.[CH2:26]=[O:27]. Product: [CH2:19]([C:3]([C:4]1[CH:9]=[CH:8][C:7]([CH:26]=[O:27])=[C:6]([OH:10])[CH:5]=1)=[CH:12][CH3:13])[CH3:20]. The catalyst class is: 577. (2) Reactant: [NH:1]1[C:9]2[C:4](=[CH:5][CH:6]=[CH:7][CH:8]=2)[CH2:3][CH2:2]1.Br[CH2:11][CH2:12][C:13]([O:15][CH3:16])=[O:14].C(=O)([O-])[O-].[K+].[K+]. Product: [CH3:16][O:15][C:13](=[O:14])[CH2:12][CH2:11][N:1]1[C:9]2[C:4](=[CH:5][CH:6]=[CH:7][CH:8]=2)[CH2:3][CH2:2]1. The catalyst class is: 10. (3) Reactant: Cl[C:2]1[CH:7]=[CH:6][C:5]([N+:8]([O-:10])=[O:9])=[CH:4][N:3]=1.[CH3:11][C:12]1[CH:17]=[CH:16][CH:15]=[C:14]([CH3:18])[C:13]=1[OH:19].C(=O)([O-])[O-].[K+].[K+]. Product: [CH3:11][C:12]1[CH:17]=[CH:16][CH:15]=[C:14]([CH3:18])[C:13]=1[O:19][C:2]1[CH:7]=[CH:6][C:5]([N+:8]([O-:10])=[O:9])=[CH:4][N:3]=1. The catalyst class is: 9. (4) Reactant: [Cl:1]N1C(=O)CCC1=O.[F:9][C:10]([F:32])([F:31])[C:11]([NH:13][C:14]1[CH:19]=[CH:18][C:17]([O:20][C:21]2[CH:26]=[CH:25][N:24]=[C:23]3[NH:27][CH:28]=[CH:29][C:22]=23)=[C:16]([F:30])[CH:15]=1)=[O:12].C(=O)(O)[O-].[Na+]. Product: [Cl:1][C:29]1[C:22]2[C:23](=[N:24][CH:25]=[CH:26][C:21]=2[O:20][C:17]2[CH:18]=[CH:19][C:14]([NH:13][C:11](=[O:12])[C:10]([F:31])([F:9])[F:32])=[CH:15][C:16]=2[F:30])[NH:27][CH:28]=1. The catalyst class is: 7. (5) Reactant: [CH3:1][O:2][CH:3]([O:24][CH3:25])[C:4]1[C:13]([CH2:14][N:15]2[CH2:20][CH2:19][NH:18][C:17]([CH3:22])([CH3:21])[C:16]2=[O:23])=[CH:12][C:11]2[CH2:10][CH2:9][CH2:8][NH:7][C:6]=2[N:5]=1.C=O.[CH2:28](N(CC)CC)C. Product: [CH3:1][O:2][CH:3]([O:24][CH3:25])[C:4]1[C:13]([CH2:14][N:15]2[CH2:20][CH2:19][N:18]([CH3:28])[C:17]([CH3:22])([CH3:21])[C:16]2=[O:23])=[CH:12][C:11]2[CH2:10][CH2:9][CH2:8][NH:7][C:6]=2[N:5]=1. The catalyst class is: 5.